Task: Regression. Given two drug SMILES strings and cell line genomic features, predict the synergy score measuring deviation from expected non-interaction effect.. Dataset: NCI-60 drug combinations with 297,098 pairs across 59 cell lines (1) Drug 1: CC12CCC(CC1=CCC3C2CCC4(C3CC=C4C5=CN=CC=C5)C)O. Drug 2: CC1=C(C(=CC=C1)Cl)NC(=O)C2=CN=C(S2)NC3=CC(=NC(=N3)C)N4CCN(CC4)CCO. Cell line: NCIH23. Synergy scores: CSS=11.3, Synergy_ZIP=-6.63, Synergy_Bliss=-6.53, Synergy_Loewe=-14.7, Synergy_HSA=-5.48. (2) Drug 1: C1=C(C(=O)NC(=O)N1)F. Drug 2: CC(C1=C(C=CC(=C1Cl)F)Cl)OC2=C(N=CC(=C2)C3=CN(N=C3)C4CCNCC4)N. Cell line: NCI-H322M. Synergy scores: CSS=42.7, Synergy_ZIP=13.0, Synergy_Bliss=14.8, Synergy_Loewe=13.0, Synergy_HSA=13.5. (3) Drug 1: COC1=C(C=C2C(=C1)N=CN=C2NC3=CC(=C(C=C3)F)Cl)OCCCN4CCOCC4. Drug 2: C(CCl)NC(=O)N(CCCl)N=O. Cell line: SN12C. Synergy scores: CSS=23.7, Synergy_ZIP=-5.92, Synergy_Bliss=-0.319, Synergy_Loewe=-2.86, Synergy_HSA=2.20. (4) Drug 1: C1=NC2=C(N=C(N=C2N1C3C(C(C(O3)CO)O)F)Cl)N. Drug 2: CC1C(C(CC(O1)OC2CC(CC3=C2C(=C4C(=C3O)C(=O)C5=CC=CC=C5C4=O)O)(C(=O)C)O)N)O. Cell line: SF-295. Synergy scores: CSS=32.3, Synergy_ZIP=-3.93, Synergy_Bliss=-7.22, Synergy_Loewe=-15.1, Synergy_HSA=-5.40. (5) Drug 1: CC1=C2C(C(=O)C3(C(CC4C(C3C(C(C2(C)C)(CC1OC(=O)C(C(C5=CC=CC=C5)NC(=O)OC(C)(C)C)O)O)OC(=O)C6=CC=CC=C6)(CO4)OC(=O)C)OC)C)OC. Drug 2: C1=CN(C(=O)N=C1N)C2C(C(C(O2)CO)O)O.Cl. Cell line: UACC62. Synergy scores: CSS=47.7, Synergy_ZIP=3.81, Synergy_Bliss=6.44, Synergy_Loewe=8.04, Synergy_HSA=10.0. (6) Drug 1: C1CCN(CC1)CCOC2=CC=C(C=C2)C(=O)C3=C(SC4=C3C=CC(=C4)O)C5=CC=C(C=C5)O. Drug 2: C1=CC(=CC=C1CCCC(=O)O)N(CCCl)CCCl. Cell line: COLO 205. Synergy scores: CSS=29.4, Synergy_ZIP=7.54, Synergy_Bliss=6.91, Synergy_Loewe=0.876, Synergy_HSA=1.81. (7) Drug 1: CCC(=C(C1=CC=CC=C1)C2=CC=C(C=C2)OCCN(C)C)C3=CC=CC=C3.C(C(=O)O)C(CC(=O)O)(C(=O)O)O. Drug 2: CN(CCCl)CCCl.Cl. Cell line: SNB-75. Synergy scores: CSS=4.49, Synergy_ZIP=-0.404, Synergy_Bliss=-0.327, Synergy_Loewe=-1.51, Synergy_HSA=-0.420.